Dataset: Full USPTO retrosynthesis dataset with 1.9M reactions from patents (1976-2016). Task: Predict the reactants needed to synthesize the given product. (1) Given the product [CH3:10][C:6]1[CH:7]=[CH:8][CH:9]=[C:2]([N:11]2[CH2:16][CH2:15][CH2:14][CH2:13][CH2:12]2)[C:3]=1[C:4]#[N:5], predict the reactants needed to synthesize it. The reactants are: Cl[C:2]1[CH:9]=[CH:8][CH:7]=[C:6]([CH3:10])[C:3]=1[C:4]#[N:5].[NH:11]1[CH2:16][CH2:15][CH2:14][CH2:13][CH2:12]1.C(N1CCCCC1)=O. (2) Given the product [C:26]([O:24][C:18]1[CH:19]=[CH:20][C:21]([Cl:23])=[CH:22][C:17]=1[C:16]([NH:15][C:7]1[CH:8]=[C:9]([C:11]([CH3:12])([CH3:13])[CH3:14])[CH:10]=[C:5]([C:2]([CH3:1])([CH3:3])[CH3:4])[CH:6]=1)=[O:25])(=[O:28])[CH3:27], predict the reactants needed to synthesize it. The reactants are: [CH3:1][C:2]([C:5]1[CH:6]=[C:7]([NH:15][C:16](=[O:25])[C:17]2[CH:22]=[C:21]([Cl:23])[CH:20]=[CH:19][C:18]=2[OH:24])[CH:8]=[C:9]([C:11]([CH3:14])([CH3:13])[CH3:12])[CH:10]=1)([CH3:4])[CH3:3].[C:26](Cl)(=[O:28])[CH3:27]. (3) Given the product [CH2:1]([O:4][C:5]([N:7]([CH2:17][C:18]1([CH2:31][C:32]2[CH:33]=[N:34][C:35]([O:40][CH3:39])=[CH:36][CH:37]=2)[CH2:23][CH2:22][N:21]([C:24]([O:26][C:27]([CH3:30])([CH3:29])[CH3:28])=[O:25])[CH2:20][CH2:19]1)[C@@H:8]1[CH2:10][C@H:9]1[C:11]1[CH:16]=[CH:15][CH:14]=[CH:13][CH:12]=1)=[O:6])[CH:2]=[CH2:3], predict the reactants needed to synthesize it. The reactants are: [CH2:1]([O:4][C:5]([N:7]([CH2:17][C:18]1([CH2:31][C:32]2[CH:33]=[N:34][C:35](Cl)=[CH:36][CH:37]=2)[CH2:23][CH2:22][N:21]([C:24]([O:26][C:27]([CH3:30])([CH3:29])[CH3:28])=[O:25])[CH2:20][CH2:19]1)[C@@H:8]1[CH2:10][C@H:9]1[C:11]1[CH:16]=[CH:15][CH:14]=[CH:13][CH:12]=1)=[O:6])[CH:2]=[CH2:3].[CH3:39][O-:40].[Na+]. (4) Given the product [CH3:1][C:2]1[CH:3]=[N:4][C:5]([CH2:11][S+:12]([O-:24])[C:13]2[N-:14][C:15]3[CH:16]=[CH:17][C:18]([O:22][CH3:23])=[CH:19][C:20]=3[N:21]=2)=[C:6]([CH3:10])[C:7]=1[O:8][CH3:9].[K+:26], predict the reactants needed to synthesize it. The reactants are: [CH3:1][C:2]1[CH:3]=[N:4][C:5]([CH2:11][S+:12]([O-:24])[C:13]2[NH:14][C:15]3[CH:16]=[CH:17][C:18]([O:22][CH3:23])=[CH:19][C:20]=3[N:21]=2)=[C:6]([CH3:10])[C:7]=1[O:8][CH3:9].[OH-].[K+:26]. (5) Given the product [Si:45]([O:29][C@@H:27]([CH3:28])[C@@H:11]([NH:10][C:4]1[CH:5]=[CH:6][C:7]([C:8]#[N:9])=[C:2]([Cl:1])[C:3]=1[CH3:30])[C:12]([NH:14][NH:15][C:16]([C:18]1[CH:19]=[C:20]2[C:24](=[CH:25][CH:26]=1)[NH:23][CH:22]=[CH:21]2)=[O:17])=[O:13])([C:41]([CH3:44])([CH3:43])[CH3:42])([CH3:47])[CH3:46], predict the reactants needed to synthesize it. The reactants are: [Cl:1][C:2]1[C:3]([CH3:30])=[C:4]([NH:10][C@H:11]([C@@H:27]([OH:29])[CH3:28])[C:12]([NH:14][NH:15][C:16]([C:18]2[CH:19]=[C:20]3[C:24](=[CH:25][CH:26]=2)[NH:23][CH:22]=[CH:21]3)=[O:17])=[O:13])[CH:5]=[CH:6][C:7]=1[C:8]#[N:9].CN(C=O)C.N1C=CN=C1.[C:41]([Si:45](Cl)([CH3:47])[CH3:46])([CH3:44])([CH3:43])[CH3:42]. (6) The reactants are: C(C1C=CC(CC([N:12]([CH:21]2[CH2:26][CH2:25][N:24]([CH2:27][CH2:28][CH:29]3[CH2:34][CH2:33][O:32][CH2:31][O:30]3)[CH2:23][CH2:22]2)[CH2:13][C:14]2[CH:19]=[CH:18][C:17]([F:20])=[CH:16][CH:15]=2)=O)=CC=1)#N.C(C(C(C([O-])=O)O)O)([O-])=O. Given the product [O:32]1[CH2:33][CH2:34][CH:29]([CH2:28][CH2:27][N:24]2[CH2:25][CH2:26][CH:21]([NH:12][CH2:13][C:14]3[CH:19]=[CH:18][C:17]([F:20])=[CH:16][CH:15]=3)[CH2:22][CH2:23]2)[O:30][CH2:31]1, predict the reactants needed to synthesize it. (7) Given the product [OH:1][C:2]1[CH:7]=[CH:6][C:5]([C:9]([O-:11])=[O:10])=[CH:4][CH:3]=1.[K+:8], predict the reactants needed to synthesize it. The reactants are: [O-:1][C:2]1[CH:7]=[CH:6][CH:5]=[CH:4][CH:3]=1.[K+:8].[C:9](=[O:11])=[O:10].